From a dataset of Forward reaction prediction with 1.9M reactions from USPTO patents (1976-2016). Predict the product of the given reaction. Given the reactants [CH3:1][O:2][C:3]1[CH:4]=[CH:5][C:6]2[C:10]([O:11][C:12]3[CH:17]=[CH:16][C:15]([O:18][CH2:19][CH2:20][N:21]4[CH2:26][CH2:25][CH2:24][CH2:23][CH2:22]4)=[CH:14][CH:13]=3)=[C:9]([C:27]3[CH:32]=[CH:31][C:30]([C:33]([C:35]4[CH:40]=[CH:39][CH:38]=[CH:37][CH:36]=4)=[O:34])=[CH:29][CH:28]=3)[S:8][C:7]=2[CH:41]=1.[ClH:42], predict the reaction product. The product is: [ClH:42].[CH3:1][O:2][C:3]1[CH:4]=[CH:5][C:6]2[C:10]([O:11][C:12]3[CH:13]=[CH:14][C:15]([O:18][CH2:19][CH2:20][N:21]4[CH2:22][CH2:23][CH2:24][CH2:25][CH2:26]4)=[CH:16][CH:17]=3)=[C:9]([C:27]3[CH:28]=[CH:29][C:30]([C:33]([C:35]4[CH:36]=[CH:37][CH:38]=[CH:39][CH:40]=4)=[O:34])=[CH:31][CH:32]=3)[S:8][C:7]=2[CH:41]=1.